Dataset: HIV replication inhibition screening data with 41,000+ compounds from the AIDS Antiviral Screen. Task: Binary Classification. Given a drug SMILES string, predict its activity (active/inactive) in a high-throughput screening assay against a specified biological target. (1) The molecule is N.O=C(O)c1cc(C(=CCC23CC4CC(CC(C4)C2)C3)c2cc(Cl)c(O)c(C(=O)O)c2)cc(Cl)c1O. The result is 0 (inactive). (2) The molecule is O=c1oc(-c2cccc(-c3nc4c(c(=O)o3)CCS4)c2)nc2c1CCS2. The result is 0 (inactive). (3) The molecule is COC(=O)C(Cc1cn(C(C)n2cc(CC(NC(C)=O)C(=O)OC)c3ccccc32)c2ccccc12)NC(C)=O. The result is 0 (inactive). (4) The compound is CC(C)NC(=O)OCc1c(COC(=O)NC(C)C)c(-c2ccc(Cl)c(Cl)c2)n2c1CS(=O)(=O)C2. The result is 0 (inactive). (5) The compound is CCOC(=O)C(=[N+]=[N-])C(=O)Nc1nn2nnnc2c2ccccc12. The result is 0 (inactive). (6) The compound is CCOP(=O)(OCC)C(C)(CC)NC. The result is 0 (inactive). (7) The drug is CN(C)c1ccc(C=NNc2nc3ccccc3c(=O)n2-c2ccccc2)cc1. The result is 0 (inactive). (8) The drug is O=C(O)CN1CCN(CC(=O)N2CCN(C(=O)OCc3ccccc3)CC2)CCN(CC(=O)O)CCN(CC(=O)N2CCN(C(=O)OCc3ccccc3)CC2)CC1. The result is 0 (inactive).